Task: Predict the reactants needed to synthesize the given product.. Dataset: Full USPTO retrosynthesis dataset with 1.9M reactions from patents (1976-2016) Given the product [CH3:11][C:8]1([CH3:12])[C:6]2[N:7]=[C:2]([C:31]3[CH:32]=[CH:33][C:28]([NH:27][C:25]([NH:24][CH:22]4[CH2:23][O:20][CH2:21]4)=[O:26])=[CH:29][CH:30]=3)[N:3]=[C:4]([N:13]3[CH2:18][CH2:17][O:16][CH2:15][C@@H:14]3[CH3:19])[C:5]=2[CH2:10][O:9]1, predict the reactants needed to synthesize it. The reactants are: Cl[C:2]1[N:3]=[C:4]([N:13]2[CH2:18][CH2:17][O:16][CH2:15][C@@H:14]2[CH3:19])[C:5]2[CH2:10][O:9][C:8]([CH3:12])([CH3:11])[C:6]=2[N:7]=1.[O:20]1[CH2:23][CH:22]([NH:24][C:25]([NH:27][C:28]2[CH:33]=[CH:32][C:31](B3OC(C)(C)C(C)(C)O3)=[CH:30][CH:29]=2)=[O:26])[CH2:21]1.C([O-])([O-])=O.[Na+].[Na+].C([O-])(=O)C.[K+].